Dataset: Full USPTO retrosynthesis dataset with 1.9M reactions from patents (1976-2016). Task: Predict the reactants needed to synthesize the given product. (1) The reactants are: [Cl:1][C:2]1[CH:7]=[C:6]([OH:8])[CH:5]=[CH:4][C:3]=1[CH:9]([CH3:24])[C:10]([C:16]1[CH:17]=[CH:18][C:19](=[O:23])[N:20]([CH3:22])[CH:21]=1)([OH:15])[C:11]([F:14])([F:13])[F:12].[F:25][C:26]1[CH:31]=[CH:30][C:29](B(O)O)=[CH:28][C:27]=1[O:35][CH3:36]. Given the product [Cl:1][C:2]1[CH:7]=[C:6]([O:8][C:29]2[CH:30]=[CH:31][C:26]([F:25])=[C:27]([O:35][CH3:36])[CH:28]=2)[CH:5]=[CH:4][C:3]=1[CH:9]([CH3:24])[C:10]([C:16]1[CH:17]=[CH:18][C:19](=[O:23])[N:20]([CH3:22])[CH:21]=1)([OH:15])[C:11]([F:13])([F:14])[F:12], predict the reactants needed to synthesize it. (2) Given the product [F:12][C:6]1[CH:7]=[C:8]([F:11])[CH:9]=[CH:10][C:5]=1[C:3]1[N:14]=[C:15]2[CH2:19][CH2:18][CH2:17][N:16]2[CH:2]=1, predict the reactants needed to synthesize it. The reactants are: Br[CH2:2][C:3]([C:5]1[CH:10]=[CH:9][C:8]([F:11])=[CH:7][C:6]=1[F:12])=O.Cl.[NH:14]=[C:15]1[CH2:19][CH2:18][CH2:17][NH:16]1.C([O-])([O-])=O.[Na+].[Na+].O. (3) Given the product [OH:2][C:3]1[C:8]([C:9]2[CH:10]=[CH:11][CH:12]=[CH:13][CH:14]=2)=[CH:7][C:6]([C:15]([CH3:18])([CH3:17])[CH3:16])=[CH:5][C:4]=1[C:19]1[N:24]=[C:23]([CH:25]=[O:26])[CH:22]=[CH:21][CH:20]=1, predict the reactants needed to synthesize it. The reactants are: C[O:2][C:3]1[C:8]([C:9]2[CH:14]=[CH:13][CH:12]=[CH:11][CH:10]=2)=[CH:7][C:6]([C:15]([CH3:18])([CH3:17])[CH3:16])=[CH:5][C:4]=1[C:19]1[N:24]=[C:23]([CH:25]=[O:26])[CH:22]=[CH:21][CH:20]=1.B(Br)(Br)Br.O.C([O-])([O-])=O.[Na+].[Na+]. (4) Given the product [Cl:3][C:4]1[N:9]=[C:8]2[NH:10][N:11]=[C:12]([S:13]([CH3:14])(=[O:22])=[O:19])[C:7]2=[C:6]([NH:15][CH:16]2[CH2:17][CH2:18]2)[N:5]=1, predict the reactants needed to synthesize it. The reactants are: OO.[Cl:3][C:4]1[N:9]=[C:8]2[NH:10][N:11]=[C:12]([S:13][CH3:14])[C:7]2=[C:6]([NH:15][CH:16]2[CH2:18][CH2:17]2)[N:5]=1.[OH2:19].C(O)(=[O:22])C. (5) The reactants are: Br[CH2:2][CH2:3][CH:4]([C:9]1[S:10][C:11]2[CH:18]=[C:17]([O:19][CH3:20])[CH:16]=[CH:15][C:12]=2[C:13]=1[CH3:14])[CH2:5][CH2:6][CH2:7][CH3:8].[OH:21][C:22]1[CH:27]=[CH:26][C:25]([CH2:28][C:29]([O:31][CH2:32][CH3:33])=[O:30])=[CH:24][C:23]=1[O:34][CH3:35].C(=O)([O-])[O-].[Cs+].[Cs+]. Given the product [CH3:14][C:13]1[C:12]2[CH:15]=[CH:16][C:17]([O:19][CH3:20])=[CH:18][C:11]=2[S:10][C:9]=1[CH:4]([CH2:5][CH2:6][CH2:7][CH3:8])[CH2:3][CH2:2][O:21][C:22]1[CH:27]=[CH:26][C:25]([CH2:28][C:29]([O:31][CH2:32][CH3:33])=[O:30])=[CH:24][C:23]=1[O:34][CH3:35], predict the reactants needed to synthesize it. (6) Given the product [C:22]([O:26][C:27]([N:14]1[CH2:13][CH2:12][CH:11]([NH:10][C:8](=[O:9])[C:7]2[CH:17]=[C:18]([O:20][CH3:21])[CH:19]=[C:5]([O:4][CH2:3][C:1]#[N:2])[CH:6]=2)[CH2:16][CH2:15]1)=[O:28])([CH3:25])([CH3:24])[CH3:23], predict the reactants needed to synthesize it. The reactants are: [C:1]([CH2:3][O:4][C:5]1[CH:6]=[C:7]([CH:17]=[C:18]([O:20][CH3:21])[CH:19]=1)[C:8]([NH:10][CH:11]1[CH2:16][CH2:15][NH:14][CH2:13][CH2:12]1)=[O:9])#[N:2].[C:22]([O:26][C:27](N1CCC(NC(=O)C2C=C(OC)C=C(O)C=2)CC1)=[O:28])([CH3:25])([CH3:24])[CH3:23].BrCC#N.C(=O)([O-])[O-].[K+].[K+]. (7) Given the product [O:38]1[C:42]2[CH:43]=[CH:44][C:45]([CH2:47][CH2:48][NH:49][C:3]([C:5]3[N:14]4[C:8]([CH2:9][N:10]([C:19]([C:21]5[CH:26]=[CH:25][C:24]([C:27]6[CH:32]=[CH:31][CH:30]=[CH:29][C:28]=6[CH3:33])=[C:23]([O:34][CH3:35])[CH:22]=5)=[O:20])[C:11]5[CH:18]=[CH:17][CH:16]=[CH:15][C:12]=5[CH2:13]4)=[CH:7][CH:6]=3)=[O:4])=[CH:46][C:41]=2[O:40][CH2:39]1, predict the reactants needed to synthesize it. The reactants are: ClC(Cl)(Cl)[C:3]([C:5]1[N:14]2[C:8]([CH2:9][N:10]([C:19]([C:21]3[CH:26]=[CH:25][C:24]([C:27]4[CH:32]=[CH:31][CH:30]=[CH:29][C:28]=4[CH3:33])=[C:23]([O:34][CH3:35])[CH:22]=3)=[O:20])[C:11]3[CH:18]=[CH:17][CH:16]=[CH:15][C:12]=3[CH2:13]2)=[CH:7][CH:6]=1)=[O:4].[O:38]1[C:42]2[CH:43]=[CH:44][C:45]([CH2:47][CH2:48][NH2:49])=[CH:46][C:41]=2[O:40][CH2:39]1.